From a dataset of Forward reaction prediction with 1.9M reactions from USPTO patents (1976-2016). Predict the product of the given reaction. (1) The product is: [ClH:79].[CH3:1][O:2][C:3](=[O:15])[NH:4][C@H:5]1[CH2:13][C:12]2[C:7](=[CH:8][CH:9]=[C:10]([NH2:29])[CH:11]=2)[CH2:6]1. Given the reactants [CH3:1][O:2][C:3](=[O:15])[NH:4][C@H:5]1[CH2:13][C:12]2[C:7](=[CH:8][CH:9]=[C:10](Br)[CH:11]=2)[CH2:6]1.C(=[NH:29])(C1C=CC=CC=1)C1C=CC=CC=1.C1(P(C2C=CC=CC=2)C2C=CC3C(=CC=CC=3)C=2C2C3C(=CC=CC=3)C=CC=2P(C2C=CC=CC=2)C2C=CC=CC=2)C=CC=CC=1.C[O-].[Na+].[ClH:79], predict the reaction product. (2) Given the reactants [C:1]([CH:4]1[CH2:9][CH2:8][CH2:7][CH2:6][C:5]1=O)(=O)[CH3:2].[NH:11]([CH2:13][C:14]1[CH:19]=[CH:18][C:17]([C:20]([N:22]2[CH2:26][CH2:25][CH2:24][CH2:23]2)=[O:21])=[CH:16][CH:15]=1)[NH2:12], predict the reaction product. The product is: [CH3:2][C:1]1[C:4]2[CH2:9][CH2:8][CH2:7][CH2:6][C:5]=2[N:11]([CH2:13][C:14]2[CH:15]=[CH:16][C:17]([C:20]([N:22]3[CH2:26][CH2:25][CH2:24][CH2:23]3)=[O:21])=[CH:18][CH:19]=2)[N:12]=1. (3) Given the reactants Cl[C:2]1[C:3]2[CH:11]=[CH:10][N:9]([CH2:12][CH2:13][N:14]3[CH2:19][CH2:18][N:17]([C:20]4[CH:25]=[CH:24][C:23]([F:26])=[CH:22][C:21]=4[F:27])[CH2:16][CH2:15]3)[C:4]=2[N:5]=[C:6]([NH2:8])[N:7]=1.[O:28]1[CH:32]=[CH:31][CH:30]=[C:29]1[C:33]([NH:35][NH2:36])=[O:34], predict the reaction product. The product is: [NH2:8][C:6]1[N:7]=[C:2]([NH:36][NH:35][C:33]([C:29]2[O:28][CH:32]=[CH:31][CH:30]=2)=[O:34])[C:3]2[CH:11]=[CH:10][N:9]([CH2:12][CH2:13][N:14]3[CH2:19][CH2:18][N:17]([C:20]4[CH:25]=[CH:24][C:23]([F:26])=[CH:22][C:21]=4[F:27])[CH2:16][CH2:15]3)[C:4]=2[N:5]=1.